From a dataset of Forward reaction prediction with 1.9M reactions from USPTO patents (1976-2016). Predict the product of the given reaction. Given the reactants [OH:1][C:2]1[CH:9]=[CH:8][C:5]([CH:6]=[O:7])=[CH:4][CH:3]=1.C([CH:12](CC)[C:13]([OH:15])=[O:14])C.Br[CH2:19][CH:20]=O.C(=O)([O-])[O-].[K+].[K+].[C:28]1(C)C=CC=C[CH:29]=1, predict the reaction product. The product is: [CH2:28]([O:15][CH:13]([O:14][CH2:19][CH3:20])[CH2:12][O:1][C:2]1[CH:9]=[CH:8][C:5]([CH:6]=[O:7])=[CH:4][CH:3]=1)[CH3:29].